From a dataset of Forward reaction prediction with 1.9M reactions from USPTO patents (1976-2016). Predict the product of the given reaction. (1) Given the reactants [CH2:1]([N:4]([CH2:26][CH2:27][CH3:28])[C:5]([C:7]1[CH:8]=[C:9]([CH:14]=[C:15]([C:17]2[N:18]([CH2:22][O:23][CH2:24][CH3:25])[CH:19]=[CH:20][N:21]=2)[CH:16]=1)[C:10]([O:12]C)=[O:11])=[O:6])[CH2:2][CH3:3].[OH-].[Li+], predict the reaction product. The product is: [CH2:26]([N:4]([CH2:1][CH2:2][CH3:3])[C:5]([C:7]1[CH:8]=[C:9]([CH:14]=[C:15]([C:17]2[N:18]([CH2:22][O:23][CH2:24][CH3:25])[CH:19]=[CH:20][N:21]=2)[CH:16]=1)[C:10]([OH:12])=[O:11])=[O:6])[CH2:27][CH3:28]. (2) The product is: [C:13]([O:16][C:10]1[C:2]([CH3:1])=[CH:3][C:4]([C:5]([OH:7])=[O:6])=[CH:8][C:9]=1[CH3:11])(=[O:15])[CH3:14]. Given the reactants [CH3:1][C:2]1[C:3](O)=[C:4]([CH:8]=[C:9]([CH3:11])[CH:10]=1)[C:5]([OH:7])=[O:6].[C:13]([O:16]C(=O)C)(=[O:15])[CH3:14].O, predict the reaction product.